From a dataset of NCI-60 drug combinations with 297,098 pairs across 59 cell lines. Regression. Given two drug SMILES strings and cell line genomic features, predict the synergy score measuring deviation from expected non-interaction effect. (1) Drug 1: CCCCC(=O)OCC(=O)C1(CC(C2=C(C1)C(=C3C(=C2O)C(=O)C4=C(C3=O)C=CC=C4OC)O)OC5CC(C(C(O5)C)O)NC(=O)C(F)(F)F)O. Drug 2: B(C(CC(C)C)NC(=O)C(CC1=CC=CC=C1)NC(=O)C2=NC=CN=C2)(O)O. Cell line: OVCAR-5. Synergy scores: CSS=58.8, Synergy_ZIP=5.08, Synergy_Bliss=4.25, Synergy_Loewe=2.65, Synergy_HSA=5.36. (2) Drug 1: C1=CC(=CC=C1CC(C(=O)O)N)N(CCCl)CCCl.Cl. Drug 2: CN(C(=O)NC(C=O)C(C(C(CO)O)O)O)N=O. Cell line: MDA-MB-435. Synergy scores: CSS=-4.42, Synergy_ZIP=1.26, Synergy_Bliss=-1.71, Synergy_Loewe=-6.73, Synergy_HSA=-7.39. (3) Drug 1: C1=C(C(=O)NC(=O)N1)N(CCCl)CCCl. Drug 2: CC(C1=C(C=CC(=C1Cl)F)Cl)OC2=C(N=CC(=C2)C3=CN(N=C3)C4CCNCC4)N. Cell line: HOP-92. Synergy scores: CSS=29.0, Synergy_ZIP=-10.5, Synergy_Bliss=-5.13, Synergy_Loewe=-3.70, Synergy_HSA=-3.47. (4) Drug 1: C1=NC2=C(N=C(N=C2N1C3C(C(C(O3)CO)O)F)Cl)N. Drug 2: CC12CCC3C(C1CCC2OP(=O)(O)O)CCC4=C3C=CC(=C4)OC(=O)N(CCCl)CCCl.[Na+]. Cell line: HCC-2998. Synergy scores: CSS=12.1, Synergy_ZIP=2.87, Synergy_Bliss=8.44, Synergy_Loewe=-16.6, Synergy_HSA=-1.81. (5) Drug 1: CCCCC(=O)OCC(=O)C1(CC(C2=C(C1)C(=C3C(=C2O)C(=O)C4=C(C3=O)C=CC=C4OC)O)OC5CC(C(C(O5)C)O)NC(=O)C(F)(F)F)O. Drug 2: CN(CCCl)CCCl.Cl. Cell line: MDA-MB-435. Synergy scores: CSS=29.8, Synergy_ZIP=-6.67, Synergy_Bliss=-2.14, Synergy_Loewe=-1.40, Synergy_HSA=-1.32. (6) Drug 1: C1CCC(C1)C(CC#N)N2C=C(C=N2)C3=C4C=CNC4=NC=N3. Drug 2: COCCOC1=C(C=C2C(=C1)C(=NC=N2)NC3=CC=CC(=C3)C#C)OCCOC.Cl. Cell line: K-562. Synergy scores: CSS=21.8, Synergy_ZIP=6.97, Synergy_Bliss=11.1, Synergy_Loewe=5.30, Synergy_HSA=5.88. (7) Drug 1: CC12CCC(CC1=CCC3C2CCC4(C3CC=C4C5=CN=CC=C5)C)O. Drug 2: CC1CCC2CC(C(=CC=CC=CC(CC(C(=O)C(C(C(=CC(C(=O)CC(OC(=O)C3CCCCN3C(=O)C(=O)C1(O2)O)C(C)CC4CCC(C(C4)OC)OCCO)C)C)O)OC)C)C)C)OC. Cell line: COLO 205. Synergy scores: CSS=14.8, Synergy_ZIP=1.61, Synergy_Bliss=4.34, Synergy_Loewe=-13.4, Synergy_HSA=0.793.